Dataset: HIV replication inhibition screening data with 41,000+ compounds from the AIDS Antiviral Screen. Task: Binary Classification. Given a drug SMILES string, predict its activity (active/inactive) in a high-throughput screening assay against a specified biological target. (1) The drug is O=C(CC(=O)c1cccc2ccccc12)C(=O)Nc1nccs1. The result is 0 (inactive). (2) The compound is O=[N+]([O-])C(=C(NCc1ccccc1)NCc1ccccc1)C(Cl)=C(Cl)Cl. The result is 0 (inactive). (3) The compound is O=S(=O)(c1ccccc1)N1CC2(CN(S(=O)(=O)c3ccccc3)c3ccccc31)CN(S(=O)(=O)c1ccccc1)c1ccccc1N(S(=O)(=O)c1ccccc1)C2. The result is 0 (inactive). (4) The compound is O=C(NCCCCCCNC(=O)c1ccccn1)c1ccccn1. The result is 0 (inactive). (5) The molecule is N#Cc1cccc(N2C(=O)C3C4C=CC(C3C2=O)C2C(=O)N(c3cccc(C#N)c3)C(=O)C42)c1. The result is 0 (inactive).